This data is from Forward reaction prediction with 1.9M reactions from USPTO patents (1976-2016). The task is: Predict the product of the given reaction. (1) The product is: [Cl:39][C:37]1[CH:36]=[CH:35][C:34]([OH:40])=[C:33]([C:28]2[C:27]([C:26]#[C:25][C:22]3[CH:23]=[CH:24][C:19]([NH:18][C:17]([CH:12]4[CH2:13][O:14][CH2:15][CH2:16][N:11]4[C:9](=[O:10])[CH:8]([NH2:7])[C:42]4[CH:43]=[CH:44][CH:45]=[CH:46][CH:47]=4)=[O:41])=[CH:20][CH:21]=3)=[CH:31][N:30]([CH3:32])[N:29]=2)[CH:38]=1. Given the reactants C(OC(=O)[NH:7][CH:8]([C:42]1[CH:47]=[CH:46][CH:45]=[CH:44][CH:43]=1)[C:9]([N:11]1[CH2:16][CH2:15][O:14][CH2:13][CH:12]1[C:17](=[O:41])[NH:18][C:19]1[CH:24]=[CH:23][C:22]([C:25]#[C:26][C:27]2[C:28]([C:33]3[CH:38]=[C:37]([Cl:39])[CH:36]=[CH:35][C:34]=3[OH:40])=[N:29][N:30]([CH3:32])[CH:31]=2)=[CH:21][CH:20]=1)=[O:10])(C)(C)C.C(O)(C(F)(F)F)=O, predict the reaction product. (2) Given the reactants C(=O)(O[C:4]1([CH2:16][CH2:17][C:18]2[CH:23]=[CH:22][C:21]([C:24]3[CH:29]=[CH:28][C:27]([CH3:30])=[CH:26][CH:25]=3)=[CH:20][CH:19]=2)[CH2:9][O:8]C(C)(C)[O:6][CH:5]1C(C)(C)C)N.C(OC(=O)[NH:38]C1(CCC2C=CC(S(N3C4C(=CC=C(OC)C=4)C(C(=O)C4C=C(OC)C(OC)=C(OC)C=4)=C3)(=O)=O)=CC=2)COC(C)(C)OC1)(C)(C)C, predict the reaction product. The product is: [NH2:38][C:4]([CH2:16][CH2:17][C:18]1[CH:23]=[CH:22][C:21]([C:24]2[CH:29]=[CH:28][C:27]([CH3:30])=[CH:26][CH:25]=2)=[CH:20][CH:19]=1)([CH2:9][OH:8])[CH2:5][OH:6]. (3) Given the reactants [NH2:1][C:2]1[S:3][CH:4]=[CH:5][N:6]=1.[CH2:7]([O:9][C:10](=[O:13])[CH2:11][Br:12])[CH3:8], predict the reaction product. The product is: [BrH:12].[NH:1]=[C:2]1[N:6]([CH2:11][C:10]([O:9][CH2:7][CH3:8])=[O:13])[CH:5]=[CH:4][S:3]1. (4) Given the reactants [Br:1][C:2]1[CH:6]=[C:5](B(O)O)[S:4][C:3]=1[CH3:10].Br[C:12]1[S:16][C:15](O)=[CH:14][CH:13]=1.C([O-])([O-])=[O:19].[Na+].[Na+], predict the reaction product. The product is: [Br:1][C:2]1[CH:6]=[C:5]([C:12]2[S:16][CH:15]=[C:14]([OH:19])[CH:13]=2)[S:4][C:3]=1[CH3:10]. (5) Given the reactants [C:1]([O:5][C:6]([N:8]1[CH2:13][CH2:12][C:11]2[O:14][N:15]=[C:16]([C:17]([OH:19])=O)[C:10]=2[CH2:9]1)=[O:7])([CH3:4])([CH3:3])[CH3:2].[CH:20]1([CH2:23][NH2:24])[CH2:22][CH2:21]1, predict the reaction product. The product is: [C:1]([O:5][C:6]([N:8]1[CH2:13][CH2:12][C:11]2[O:14][N:15]=[C:16]([C:17](=[O:19])[NH:24][CH2:23][CH:20]3[CH2:22][CH2:21]3)[C:10]=2[CH2:9]1)=[O:7])([CH3:2])([CH3:3])[CH3:4]. (6) Given the reactants [F:1][C:2]1[CH:7]=[CH:6][C:5]([C:8]2[C:9]3[CH:16]=[CH:15][C:14]([OH:17])=[CH:13][C:10]=3[S:11][CH:12]=2)=[CH:4][CH:3]=1.[Br:18][CH2:19][CH2:20][CH2:21]Br, predict the reaction product. The product is: [Br:18][CH2:19][CH2:20][CH2:21][O:17][C:14]1[CH:15]=[CH:16][C:9]2[C:8]([C:5]3[CH:6]=[CH:7][C:2]([F:1])=[CH:3][CH:4]=3)=[CH:12][S:11][C:10]=2[CH:13]=1. (7) Given the reactants C(=O)([O-])[O-].[NH2:5][C:6]([NH2:8])=[NH2+:7].[NH2:5][C:6]([NH2:8])=[NH2+:7].[CH3:13][O:14][C:15]1[CH:16]=[C:17]([CH:22]=[CH:23][C:24]=1[CH2:25][CH:26]([C:30](OC)=[O:31])[C:27](=O)[CH3:28])[C:18]([O:20][CH3:21])=[O:19], predict the reaction product. The product is: [NH2:7][C:6]1[N:8]=[C:30]([OH:31])[C:26]([CH2:25][C:24]2[CH:23]=[CH:22][C:17]([C:18]([O:20][CH3:21])=[O:19])=[CH:16][C:15]=2[O:14][CH3:13])=[C:27]([CH3:28])[N:5]=1.